Task: Predict the reactants needed to synthesize the given product.. Dataset: Retrosynthesis with 50K atom-mapped reactions and 10 reaction types from USPTO (1) Given the product COC(=O)CCC1Oc2c(C)c(C)c(O)c(C)c2S1, predict the reactants needed to synthesize it. The reactants are: COC(=O)CCC(=O)Oc1c(C)c(C)c2c(c1C)SC(CCC(=O)OC)O2. (2) Given the product Cc1cc(NC(=O)CCN2CCC(OC(=O)Nc3ccccc3-c3ccccc3)CC2)c(C)cc1C=O, predict the reactants needed to synthesize it. The reactants are: Cc1cc(C2OCCO2)c(C)cc1NC(=O)CCN1CCC(OC(=O)Nc2ccccc2-c2ccccc2)CC1. (3) Given the product Cc1ccc(C(C)(C)C)cc1N, predict the reactants needed to synthesize it. The reactants are: Cc1ccc(C(C)(C)C)cc1[N+](=O)[O-]. (4) Given the product CC(=O)Nc1cc(N2CCS(=O)(=O)c3ccccc3C2)nc2ccc(C)cc12, predict the reactants needed to synthesize it. The reactants are: CC(N)=O.Cc1ccc2nc(N3CCS(=O)(=O)c4ccccc4C3)cc(Cl)c2c1. (5) Given the product O=C(O)c1cccc(CN2CCN(c3ccc(NC(=O)c4ccccc4-c4ccc(C(F)(F)F)cc4)cc3)CC2)c1, predict the reactants needed to synthesize it. The reactants are: COC(=O)c1cccc(CN2CCN(c3ccc(NC(=O)c4ccccc4-c4ccc(C(F)(F)F)cc4)cc3)CC2)c1. (6) Given the product CC(C)(C)OC(=O)N[C@@H]1C[C@H](C(=O)N2CCCCC2)C1(C)C, predict the reactants needed to synthesize it. The reactants are: C1CCNCC1.CC(C)(C)OC(=O)N[C@@H]1C[C@H](C(=O)O)C1(C)C. (7) Given the product CCOc1ccc(NC(=O)OC(C)C)cc1OCC, predict the reactants needed to synthesize it. The reactants are: CC(C)OC(=O)Cl.CCOc1ccc(N)cc1OCC.